Dataset: Forward reaction prediction with 1.9M reactions from USPTO patents (1976-2016). Task: Predict the product of the given reaction. (1) Given the reactants [Br:1][C:2]1[CH:3]=[CH:4][C:5]([CH2:10]Br)=[C:6]([CH:9]=1)[C:7]#[N:8].[NH:12]1[CH2:17][CH2:16][O:15][CH2:14][CH2:13]1.C(N(CC)CC)C, predict the reaction product. The product is: [Br:1][C:2]1[CH:3]=[CH:4][C:5]([CH2:10][N:12]2[CH2:17][CH2:16][O:15][CH2:14][CH2:13]2)=[C:6]([CH:9]=1)[C:7]#[N:8]. (2) Given the reactants [CH3:1][O:2][C:3]1[CH:4]=[C:5]2[C:10](=[CH:11][C:12]=1[O:13][CH3:14])[N:9]=[CH:8][CH:7]=[C:6]2[O:15][C:16]1[C:22]([CH3:23])=[CH:21][C:19]([NH2:20])=[C:18]([CH3:24])[CH:17]=1.Cl[C:26](Cl)([O:28][C:29](=[O:35])OC(Cl)(Cl)Cl)Cl.[C:37]1([CH2:43]CO)[CH:42]=[CH:41][CH:40]=[CH:39][CH:38]=1.C(=O)(O)[O-].[Na+], predict the reaction product. The product is: [CH3:1][O:2][C:3]1[CH:4]=[C:5]2[C:10](=[CH:11][C:12]=1[O:13][CH3:14])[N:9]=[CH:8][CH:7]=[C:6]2[O:15][C:16]1[C:22]([CH3:23])=[CH:21][C:19]([NH:20][C:29](=[O:35])[O:28][CH2:26][CH2:43][C:37]2[CH:42]=[CH:41][CH:40]=[CH:39][CH:38]=2)=[C:18]([CH3:24])[CH:17]=1.